Dataset: Reaction yield outcomes from USPTO patents with 853,638 reactions. Task: Predict the reaction yield, written as a fraction of the theoretical maximum amount of product (1.0 means a 100% yield; for example, 0.34 means a 34% yield). (1) The reactants are [NH2:1][C:2]1[C:11]([F:12])=[C:10](F)[C:9]([O:14][CH3:15])=[C:8]2[C:3]=1[C:4](=[O:22])[C:5]([C:19]([OH:21])=[O:20])=[CH:6][N:7]2[CH:16]1[CH2:18][CH2:17]1.Cl.[CH2:24]([O:26][C:27](=[O:31])[CH2:28][CH2:29][NH2:30])[CH3:25].C(N(CC)CC)C.Cl. The catalyst is CS(C)=O. The product is [NH2:1][C:2]1[C:11]([F:12])=[C:10]([NH:30][CH2:29][CH2:28][C:27]([O:26][CH2:24][CH3:25])=[O:31])[C:9]([O:14][CH3:15])=[C:8]2[C:3]=1[C:4](=[O:22])[C:5]([C:19]([OH:21])=[O:20])=[CH:6][N:7]2[CH:16]1[CH2:18][CH2:17]1. The yield is 0.700. (2) The yield is 0.560. The reactants are [Br-].[Br-].[Br-].C([N+](CCCC)(CCCC)CCCC)CCC.C([N+](CCCC)(CCCC)CCCC)CCC.C([N+](CCCC)(CCCC)CCCC)CCC.[Br:55][C:56]1[CH:65]=[C:64]2[C:59]([CH2:60][CH2:61][CH2:62][C:63]2=[O:66])=[CH:58][CH:57]=1.C(=O)([O-])[O-].[Li+].[Li+].[Br-].[Li+]. The product is [Br:55][C:56]1[CH:65]=[C:64]2[C:59]([CH:60]=[CH:61][CH:62]=[C:63]2[OH:66])=[CH:58][CH:57]=1. The catalyst is ClCCl.CO. (3) The reactants are [Br:1][C:2]1[C:8]([F:9])=[CH:7][C:5]([NH2:6])=[CH:4][C:3]=1[F:10].[C:11](Cl)(=[O:13])[CH3:12].C(N(C(C)C)C(C)C)C. The catalyst is C1COCC1. The product is [Br:1][C:2]1[C:8]([F:9])=[CH:7][C:5]([NH:6][C:11](=[O:13])[CH3:12])=[CH:4][C:3]=1[F:10]. The yield is 1.00.